From a dataset of Full USPTO retrosynthesis dataset with 1.9M reactions from patents (1976-2016). Predict the reactants needed to synthesize the given product. Given the product [Br:1][C:2]1[CH:6]=[CH:5][N:4]([S:7]([C:10]2[CH:11]=[CH:12][CH:13]=[CH:14][CH:15]=2)(=[O:8])=[O:9])[C:3]=1[C:16]([NH:24][C:23]1[CH:22]=[C:21]([Cl:20])[CH:27]=[C:26]([Cl:28])[CH:25]=1)=[O:18], predict the reactants needed to synthesize it. The reactants are: [Br:1][C:2]1[CH:6]=[CH:5][N:4]([S:7]([C:10]2[CH:15]=[CH:14][CH:13]=[CH:12][CH:11]=2)(=[O:9])=[O:8])[C:3]=1[C:16]([O:18]C)=O.[Cl:20][C:21]1[CH:22]=[C:23]([CH:25]=[C:26]([Cl:28])[CH:27]=1)[NH2:24].